From a dataset of Full USPTO retrosynthesis dataset with 1.9M reactions from patents (1976-2016). Predict the reactants needed to synthesize the given product. (1) Given the product [N:1]1([C:7]2[CH:8]=[CH:9][C:10]([NH:13][C:14]3[C:15]4[N:16]([CH:27]=[CH:28][N:29]=4)[C:17]([C:73]4[O:81][C:76]5[CH2:77][NH:78][C:79](=[O:80])[C:75]=5[CH:74]=4)=[CH:18][N:19]=3)=[CH:11][CH:12]=2)[CH2:2][CH2:3][O:4][CH2:5][CH2:6]1, predict the reactants needed to synthesize it. The reactants are: [N:1]1([C:7]2[CH:12]=[CH:11][C:10]([NH:13][C:14]3[C:15]4[N:16]([CH:27]=[CH:28][N:29]=4)[C:17](C4C=NNC=4C#N)=[CH:18][N:19]=3)=[CH:9][CH:8]=2)[CH2:6][CH2:5][O:4][CH2:3][CH2:2]1.C(OC(=O)N(C1C=CC(N2CCOCC2)=CC=1)C1C2N(C=CN=2)C([Sn](CCCC)(CCCC)CCCC)=CN=1)(C)(C)C.Br[C:73]1[O:81][CH:76]2[CH2:77][NH:78][C:79](=[O:80])[CH:75]2[CH:74]=1. (2) Given the product [NH2:48][C:46](=[O:47])[CH:45]([OH:49])[CH:44]([NH:43][C:39]([C:38]1[C:33]([N:31]2[CH:32]=[C:28]([C:22]3[CH:23]=[CH:24][CH:25]=[CH:26][CH:27]=3)[N:29]=[CH:30]2)=[N:34][CH:35]=[CH:36][CH:37]=1)=[O:41])[CH2:50][C:51]1[CH:52]=[CH:53][CH:54]=[CH:55][CH:56]=1, predict the reactants needed to synthesize it. The reactants are: C(N=C=NCCCN(C)C)C.OC1C2N=NNC=2C=CC=1.[C:22]1([C:28]2[N:29]=[CH:30][N:31]([C:33]3[C:38]([C:39]([OH:41])=O)=[CH:37][CH:36]=[CH:35][N:34]=3)[CH:32]=2)[CH:27]=[CH:26][CH:25]=[CH:24][CH:23]=1.Cl.[NH2:43][CH:44]([CH2:50][C:51]1[CH:56]=[CH:55][CH:54]=[CH:53][CH:52]=1)[CH:45]([OH:49])[C:46]([NH2:48])=[O:47].C([O-])(O)=O.[Na+]. (3) Given the product [CH3:35][O:36][C:37]([C:39]1[CH:48]=[C:47]([OH:49])[C:46]2[C:41](=[C:42]([O:58][CH3:59])[CH:43]=[C:44]([CH2:50][CH2:51][C:52]3[CH:53]=[CH:54][CH:55]=[CH:56][CH:57]=3)[CH:45]=2)[N:40]=1)=[O:38], predict the reactants needed to synthesize it. The reactants are: COC(C1C=C(O)C2C(=C(OCC3C=CC=CC=3)C=C(C#CCOCC3C=CC=CC=3)C=2)N=1)=O.[CH3:35][O:36][C:37]([C:39]1[CH:48]=[C:47]([OH:49])[C:46]2[C:41](=[C:42]([O:58][CH3:59])[CH:43]=[C:44]([C:50]#[C:51][C:52]3[CH:57]=[CH:56][CH:55]=[CH:54][CH:53]=3)[CH:45]=2)[N:40]=1)=[O:38]. (4) Given the product [Cl:14][CH2:15][C:16]1[N:2]([CH3:1])[C:3]2[CH:8]=[CH:7][CH:6]=[CH:5][C:4]=2[N:9]=1, predict the reactants needed to synthesize it. The reactants are: [CH3:1][NH:2][C:3]1[CH:8]=[CH:7][CH:6]=[CH:5][C:4]=1[N+:9]([O-])=O.[H][H].[Cl:14][CH2:15][C:16](O)=O.Cl.C(=O)(O)[O-].[Na+]. (5) Given the product [Cl:1][C:2]1[CH:3]=[C:4]([O:11][CH2:12][CH2:13][CH3:14])[CH:5]=[C:6]([F:10])[C:7]=1[CH2:8][OH:9], predict the reactants needed to synthesize it. The reactants are: [Cl:1][C:2]1[CH:3]=[C:4]([OH:11])[CH:5]=[C:6]([F:10])[C:7]=1[CH2:8][OH:9].[CH2:12](Br)[CH2:13][CH3:14].